Dataset: Reaction yield outcomes from USPTO patents with 853,638 reactions. Task: Predict the reaction yield, written as a fraction of the theoretical maximum amount of product (1.0 means a 100% yield; for example, 0.34 means a 34% yield). The reactants are [CH3:1][O:2][C:3]1[CH:18]=[CH:17][CH:16]=[CH:15][C:4]=1[CH2:5][NH:6][C:7]1[C:12]([CH2:13][OH:14])=[CH:11][CH:10]=[CH:9][N:8]=1. The catalyst is C(Cl)(Cl)Cl.[O-2].[O-2].[Mn+4]. The product is [CH3:1][O:2][C:3]1[CH:18]=[CH:17][CH:16]=[CH:15][C:4]=1[CH2:5][NH:6][C:7]1[N:8]=[CH:9][CH:10]=[CH:11][C:12]=1[CH:13]=[O:14]. The yield is 0.930.